Predict the reactants needed to synthesize the given product. From a dataset of Full USPTO retrosynthesis dataset with 1.9M reactions from patents (1976-2016). (1) Given the product [Br:1][C:2]1[C:3]([O:11][CH3:12])=[C:4]([NH2:8])[CH:5]=[CH:6][CH:7]=1, predict the reactants needed to synthesize it. The reactants are: [Br:1][C:2]1[CH:7]=[CH:6][CH:5]=[C:4]([N+:8]([O-])=O)[C:3]=1[O:11][CH3:12].Cl[Sn]Cl.Cl. (2) Given the product [CH3:36][O:35][CH2:34][N:26]1[C:25]2[CH:37]=[C:21]([CH2:20][NH:19][C:7]([C:3]3[CH:4]=[N:5][O:6][C:2]=3[CH3:1])=[O:9])[CH:22]=[CH:23][C:24]=2[S:29][C:28]2[N:30]=[CH:31][CH:32]=[N:33][C:27]1=2, predict the reactants needed to synthesize it. The reactants are: [CH3:1][C:2]1[O:6][N:5]=[CH:4][C:3]=1[C:7]([OH:9])=O.P(Cl)(OCC)(OCC)=O.[NH2:19][CH2:20][C:21]1[CH:22]=[CH:23][C:24]2[S:29][C:28]3[N:30]=[CH:31][CH:32]=[N:33][C:27]=3[N:26]([CH2:34][O:35][CH3:36])[C:25]=2[CH:37]=1.[Cl-].[NH4+].